Predict the reactants needed to synthesize the given product. From a dataset of Full USPTO retrosynthesis dataset with 1.9M reactions from patents (1976-2016). (1) Given the product [N+:1]([C:4]1[CH:9]=[CH:8][C:7]([N:10]2[CH2:15][CH2:14][N:13]([S:30]([C:27]3[CH:28]=[CH:29][C:24]([CH3:23])=[CH:25][CH:26]=3)(=[O:32])=[O:31])[CH2:12][CH2:11]2)=[CH:6][C:5]=1[NH:16][C:17]1[CH:22]=[CH:21][CH:20]=[CH:19][CH:18]=1)([O-:3])=[O:2], predict the reactants needed to synthesize it. The reactants are: [N+:1]([C:4]1[CH:9]=[CH:8][C:7]([N:10]2[CH2:15][CH2:14][NH:13][CH2:12][CH2:11]2)=[CH:6][C:5]=1[NH:16][C:17]1[CH:22]=[CH:21][CH:20]=[CH:19][CH:18]=1)([O-:3])=[O:2].[CH3:23][C:24]1[CH:29]=[CH:28][C:27]([S:30](Cl)(=[O:32])=[O:31])=[CH:26][CH:25]=1.C(N(CC)CC)C. (2) Given the product [ClH:36].[ClH:36].[NH2:18][CH2:17][CH2:21][CH2:22][CH:38]([CH2:16][C:17]1[N:18]=[CH:19][N:20]2[C:29]3[C:24](=[CH:25][C:26]([C:30]4[CH:35]=[CH:34][CH:33]=[CH:32][CH:31]=4)=[CH:27][CH:28]=3)[CH2:23][CH2:22][C:21]=12)[C:37]([OH:40])=[O:39], predict the reactants needed to synthesize it. The reactants are: C(OC(NC([CH2:16][C:17]1[N:18]=[CH:19][N:20]2[C:29]3[C:24](=[CH:25][C:26]([C:30]4[CH:35]=[CH:34][CH:33]=[CH:32][CH:31]=4)=[CH:27][CH:28]=3)[CH2:23][CH2:22][C:21]=12)(CCC)C(O)=O)=O)(C)(C)C.[ClH:36].[C:37]([O:40]CC)(=[O:39])[CH3:38]. (3) Given the product [F:1][C:2]1[CH:7]=[CH:6][C:5]([C:12]2[O:16][C:15]([C:17]([OH:19])=[O:18])=[CH:14][CH:13]=2)=[CH:4][CH:3]=1, predict the reactants needed to synthesize it. The reactants are: [F:1][C:2]1[CH:7]=[CH:6][C:5](B(O)O)=[CH:4][CH:3]=1.Br[C:12]1[O:16][C:15]([C:17]([OH:19])=[O:18])=[CH:14][CH:13]=1. (4) Given the product [CH3:22][CH:21]([N:23]1[C:27]([C:28]([NH:30][C:31]2[CH:39]=[C:38]([C:10]3[C:18]4[O:17][C:16](=[O:19])[NH:15][C:14]=4[CH:13]=[CH:12][CH:11]=3)[CH:37]=[C:36]3[C:32]=2[CH:33]=[N:34][NH:35]3)=[O:29])=[CH:26][CH:25]=[N:24]1)[CH3:20], predict the reactants needed to synthesize it. The reactants are: P([O-])([O-])([O-])=O.[K+].[K+].[K+].Br[C:10]1[C:18]2[O:17][C:16](=[O:19])[NH:15][C:14]=2[CH:13]=[CH:12][CH:11]=1.[CH3:20][CH:21]([N:23]1[C:27]([C:28]([NH:30][C:31]2[C:32]3[C:36]([CH:37]=[C:38](B4OC(C)(C)CC(C)(C)O4)[CH:39]=2)=[N:35][N:34](C2CCCCO2)[CH:33]=3)=[O:29])=[CH:26][CH:25]=[N:24]1)[CH3:22].O. (5) Given the product [CH2:1]([O:3][C:4](=[O:25])[CH2:5][C:6]1[CH:7]=[C:8]([C:14]2[CH:19]=[CH:18][C:17]([F:20])=[CH:16][C:15]=2[CH2:21][N:22]([C:26](=[O:28])[CH3:27])[CH2:23][CH3:24])[C:9]([O:12][CH3:13])=[CH:10][CH:11]=1)[CH3:2], predict the reactants needed to synthesize it. The reactants are: [CH2:1]([O:3][C:4](=[O:25])[CH2:5][C:6]1[CH:7]=[C:8]([C:14]2[CH:19]=[CH:18][C:17]([F:20])=[CH:16][C:15]=2[CH2:21][NH:22][CH2:23][CH3:24])[C:9]([O:12][CH3:13])=[CH:10][CH:11]=1)[CH3:2].[C:26](Cl)(=[O:28])[CH3:27]. (6) Given the product [O:23]([C:17]1[CH:16]=[CH:15][C:14]([NH:13][C:5]2[C:6]3[NH:11][CH:10]=[CH:9][C:7]=3[N:8]=[CH:3][N:4]=2)=[CH:22][C:18]=1[C:19]([O:21][CH2:32][CH3:33])=[O:20])[C:24]1[CH:25]=[CH:26][CH:27]=[CH:28][CH:29]=1, predict the reactants needed to synthesize it. The reactants are: C([C:3]1[N:4]=[C:5](Cl)[C:6]2[NH:11][CH:10]=[CH:9][C:7]=2[N:8]=1)C.[NH2:13][C:14]1[CH:15]=[CH:16][C:17]([O:23][C:24]2[CH:29]=[CH:28][CH:27]=[CH:26][CH:25]=2)=[C:18]([CH:22]=1)[C:19]([O-:21])=[O:20].CN1CC[CH2:33][C:32]1=O.C(O)C. (7) The reactants are: [CH2:1]([N:8]1[CH2:13][CH:12]2[C:10](CO)([CH2:11]2)[CH2:9]1)[C:2]1[CH:7]=[CH:6][CH:5]=[CH:4][CH:3]=1.C(N(CC)CC)C.[CH3:23][S:24](Cl)(=[O:26])=[O:25]. Given the product [CH2:1]([N:8]1[CH2:13][CH:12]2[C:10]([S:24]([CH3:23])(=[O:26])=[O:25])([CH2:11]2)[CH2:9]1)[C:2]1[CH:7]=[CH:6][CH:5]=[CH:4][CH:3]=1, predict the reactants needed to synthesize it. (8) Given the product [NH4+:11].[OH-:12].[NH2:11][C:8]1[CH:9]=[CH:10][C:5]([C:1]([CH3:4])([CH3:3])[CH3:2])=[C:6]([NH:14][C:15](=[O:20])[CH2:16][N:17]([CH3:18])[CH3:19])[CH:7]=1, predict the reactants needed to synthesize it. The reactants are: [C:1]([C:5]1[CH:10]=[CH:9][C:8]([N+:11]([O-])=[O:12])=[CH:7][C:6]=1[NH:14][C:15](=[O:20])[CH2:16][N:17]([CH3:19])[CH3:18])([CH3:4])([CH3:3])[CH3:2]. (9) Given the product [CH3:7][C:5]1[CH:4]=[CH:3][C:2]([C:8]([O:18][CH3:17])=[O:13])=[N:1][CH:6]=1, predict the reactants needed to synthesize it. The reactants are: [N:1]1[CH:6]=[C:5]([CH3:7])[CH:4]=[CH:3][C:2]=1[CH3:8].[Se](=O)=O.S(=O)(=O)(O)[OH:13].[C:17](=O)([O-])[OH:18].[Na+]. (10) Given the product [CH3:25][N:24]([CH2:26][C:27]1[CH:33]=[CH:32][C:30]([NH:31]/[C:13](=[C:6]2\[C:5](=[O:22])[NH:4][C:12]3[C:7]\2=[CH:8][CH:9]=[CH:10][CH:11]=3)/[C:14]2[CH:15]=[CH:16][C:17]([CH3:20])=[CH:18][CH:19]=2)=[CH:29][CH:28]=1)[CH3:23], predict the reactants needed to synthesize it. The reactants are: C([N:4]1[C:12]2[C:7](=[CH:8][CH:9]=[CH:10][CH:11]=2)[C:6](=[C:13](Cl)[C:14]2[CH:19]=[CH:18][C:17]([CH3:20])=[CH:16][CH:15]=2)[C:5]1=[O:22])(=O)C.[CH3:23][N:24]([CH2:26][C:27]1[CH:33]=[CH:32][C:30]([NH2:31])=[CH:29][CH:28]=1)[CH3:25].[OH-].[Na+].